Dataset: Full USPTO retrosynthesis dataset with 1.9M reactions from patents (1976-2016). Task: Predict the reactants needed to synthesize the given product. (1) Given the product [CH3:1][O:2][C:3](=[O:14])[C:4]1[CH:9]=[C:8]([CH:15]=[C:16]([CH3:31])[CH3:17])[CH:7]=[C:6]([C:11](=[O:13])[CH3:12])[CH:5]=1, predict the reactants needed to synthesize it. The reactants are: [CH3:1][O:2][C:3](=[O:14])[C:4]1[CH:9]=[C:8](Br)[CH:7]=[C:6]([C:11](=[O:13])[CH3:12])[CH:5]=1.[CH3:15][C:16]([CH3:31])=[CH:17][Sn](CCCC)(CCCC)CCCC. (2) Given the product [F:17][C:2]([F:1])([F:18])[C:3]1[CH:4]=[CH:5][C:6]([C:9]2[O:13][N:12]=[CH:11][C:10]=2[C:14]([N:54]2[CH2:55][CH2:56][CH2:57][CH:52]([C:49]([OH:51])([CH3:50])[CH3:48])[CH2:53]2)=[O:16])=[CH:7][CH:8]=1, predict the reactants needed to synthesize it. The reactants are: [F:1][C:2]([F:18])([F:17])[C:3]1[CH:8]=[CH:7][C:6]([C:9]2[O:13][N:12]=[CH:11][C:10]=2[C:14]([OH:16])=O)=[CH:5][CH:4]=1.[B-](F)(F)(F)F.CN(C(ON1N=NC2C1=CC=CC=2)=[N+](C)C)C.N1C=CC=CC=1.Cl.[CH3:48][C:49]([CH:52]1[CH2:57][CH2:56][CH2:55][NH:54][CH2:53]1)([OH:51])[CH3:50].